This data is from Peptide-MHC class I binding affinity with 185,985 pairs from IEDB/IMGT. The task is: Regression. Given a peptide amino acid sequence and an MHC pseudo amino acid sequence, predict their binding affinity value. This is MHC class I binding data. (1) The peptide sequence is TSACGIFLK. The MHC is HLA-B18:01 with pseudo-sequence HLA-B18:01. The binding affinity (normalized) is 0.0847. (2) The peptide sequence is HPALVFDITK. The MHC is HLA-A01:01 with pseudo-sequence HLA-A01:01. The binding affinity (normalized) is 0.190. (3) The peptide sequence is IFEANGNLI. The MHC is H-2-Kd with pseudo-sequence H-2-Kd. The binding affinity (normalized) is 0.180. (4) The peptide sequence is VTFFCVMTY. The MHC is HLA-B57:01 with pseudo-sequence HLA-B57:01. The binding affinity (normalized) is 0.310. (5) The peptide sequence is RPRHQGVMV. The MHC is HLA-B27:05 with pseudo-sequence HLA-B27:05. The binding affinity (normalized) is 0.0847. (6) The peptide sequence is NMNNDSYYF. The MHC is HLA-A02:12 with pseudo-sequence HLA-A02:12. The binding affinity (normalized) is 0.599. (7) The peptide sequence is MLAVWNRVW. The MHC is HLA-B58:01 with pseudo-sequence HLA-B58:01. The binding affinity (normalized) is 0.563.